Dataset: Peptide-MHC class I binding affinity with 185,985 pairs from IEDB/IMGT. Task: Regression. Given a peptide amino acid sequence and an MHC pseudo amino acid sequence, predict their binding affinity value. This is MHC class I binding data. (1) The peptide sequence is ATRAVMMGL. The MHC is HLA-B40:01 with pseudo-sequence HLA-B40:01. The binding affinity (normalized) is 0.0847. (2) The peptide sequence is KMFCQLAKV. The MHC is HLA-A68:02 with pseudo-sequence HLA-A68:02. The binding affinity (normalized) is 0.149. (3) The peptide sequence is VVYMDMGVR. The MHC is HLA-B15:17 with pseudo-sequence HLA-B15:17. The binding affinity (normalized) is 0.0847. (4) The peptide sequence is QPYRVVVLSF. The MHC is HLA-B51:01 with pseudo-sequence HLA-B51:01. The binding affinity (normalized) is 0.129. (5) The peptide sequence is YTVKYPFL. The MHC is H-2-Kb with pseudo-sequence H-2-Kb. The binding affinity (normalized) is 0.549. (6) The peptide sequence is YPARVKCAL. The MHC is HLA-A11:01 with pseudo-sequence HLA-A11:01. The binding affinity (normalized) is 0.0847. (7) The peptide sequence is RRLTARGLP. The MHC is Mamu-B08 with pseudo-sequence Mamu-B08. The binding affinity (normalized) is 0.430. (8) The peptide sequence is YLDDHRYLFI. The MHC is HLA-A02:01 with pseudo-sequence HLA-A02:01. The binding affinity (normalized) is 0.767. (9) The peptide sequence is MRHNSREPY. The MHC is HLA-B18:01 with pseudo-sequence HLA-B18:01. The binding affinity (normalized) is 0.0847.